Dataset: NCI-60 drug combinations with 297,098 pairs across 59 cell lines. Task: Regression. Given two drug SMILES strings and cell line genomic features, predict the synergy score measuring deviation from expected non-interaction effect. (1) Drug 1: CC1=C(C=C(C=C1)NC2=NC=CC(=N2)N(C)C3=CC4=NN(C(=C4C=C3)C)C)S(=O)(=O)N.Cl. Drug 2: C1=CC(=CC=C1CC(C(=O)O)N)N(CCCl)CCCl.Cl. Cell line: MCF7. Synergy scores: CSS=16.0, Synergy_ZIP=-2.20, Synergy_Bliss=0.704, Synergy_Loewe=-15.5, Synergy_HSA=-1.94. (2) Drug 1: C1=NC2=C(N=C(N=C2N1C3C(C(C(O3)CO)O)O)F)N. Drug 2: CC1CCC2CC(C(=CC=CC=CC(CC(C(=O)C(C(C(=CC(C(=O)CC(OC(=O)C3CCCCN3C(=O)C(=O)C1(O2)O)C(C)CC4CCC(C(C4)OC)OCCO)C)C)O)OC)C)C)C)OC. Cell line: 786-0. Synergy scores: CSS=-1.08, Synergy_ZIP=1.67, Synergy_Bliss=3.80, Synergy_Loewe=-2.79, Synergy_HSA=-2.22. (3) Drug 1: C1CC(=O)NC(=O)C1N2CC3=C(C2=O)C=CC=C3N. Drug 2: CC1CCC2CC(C(=CC=CC=CC(CC(C(=O)C(C(C(=CC(C(=O)CC(OC(=O)C3CCCCN3C(=O)C(=O)C1(O2)O)C(C)CC4CCC(C(C4)OC)OCCO)C)C)O)OC)C)C)C)OC. Cell line: SK-MEL-5. Synergy scores: CSS=17.6, Synergy_ZIP=3.57, Synergy_Bliss=5.16, Synergy_Loewe=-10.2, Synergy_HSA=2.55.